This data is from Catalyst prediction with 721,799 reactions and 888 catalyst types from USPTO. The task is: Predict which catalyst facilitates the given reaction. (1) Reactant: [CH3:1][C:2]1[C:6]([CH2:7][O:8][C:9]2[CH:14]=[CH:13][C:12]([S:15](Cl)(=[O:17])=[O:16])=[CH:11][CH:10]=2)=[C:5]([CH3:19])[O:4][N:3]=1.C(N(CC)CC)C.[CH3:27][C:28]1[CH:33]=[C:32]([CH3:34])[N:31]=[CH:30][C:29]=1[NH2:35].O. Product: [CH3:1][C:2]1[C:6]([CH2:7][O:8][C:9]2[CH:14]=[CH:13][C:12]([S:15]([NH:35][C:29]3[CH:30]=[N:31][C:32]([CH3:34])=[CH:33][C:28]=3[CH3:27])(=[O:17])=[O:16])=[CH:11][CH:10]=2)=[C:5]([CH3:19])[O:4][N:3]=1. The catalyst class is: 4. (2) Reactant: C([O:8]C(N1CC[C@@H](O[N+]2([O-])C3C(=CC=CC=3)C=CC2)[C@H](F)C1)=O)C1C=CC=CC=1.[F:30][C@H:31]1[C@H:36]([O:37][C:38]2[CH:39]=[CH:40][CH:41]=[C:42]3[C:47]=2[N:46]=[CH:45][CH:44]=[CH:43]3)[CH2:35][CH2:34][N:33]([C:48]([O:50][CH2:51][C:52]2[CH:57]=[CH:56][CH:55]=[CH:54][CH:53]=2)=[O:49])[CH2:32]1.C1C=C(Cl)C=C(C(OO)=O)C=1.CC1C=C(Cl)C=CC=1OCCCC(O)=O.[O-]S([O-])(=S)=O.[Na+].[Na+].C([O-])(O)=O.[Na+].[Na+].[Cl-]. The catalyst class is: 147. Product: [CH2:51]([O:50][C:48]([N:33]1[CH2:34][CH2:35][C@@H:36]([O:37][C:38]2[CH:39]=[CH:40][CH:41]=[C:42]3[C:47]=2[N+:46]([O-:8])=[CH:45][CH:44]=[CH:43]3)[C@H:31]([F:30])[CH2:32]1)=[O:49])[C:52]1[CH:57]=[CH:56][CH:55]=[CH:54][CH:53]=1. (3) Reactant: [O:1]1[C:5]([C:6]2[C:14]3[O:13][CH2:12][CH2:11][C:10]=3[CH:9]=[C:8]([NH2:15])[CH:7]=2)=[CH:4][N:3]=[CH:2]1.[Cl:16][C:17]1[CH:18]=[C:19]([CH:23]=[CH:24][CH:25]=1)[C:20](Cl)=[O:21].C(N(CC)CC)C.O. Product: [Cl:16][C:17]1[CH:18]=[C:19]([CH:23]=[CH:24][CH:25]=1)[C:20]([NH:15][C:8]1[CH:7]=[C:6]([C:5]2[O:1][CH:2]=[N:3][CH:4]=2)[C:14]2[O:13][CH2:12][CH2:11][C:10]=2[CH:9]=1)=[O:21]. The catalyst class is: 1.